This data is from Full USPTO retrosynthesis dataset with 1.9M reactions from patents (1976-2016). The task is: Predict the reactants needed to synthesize the given product. (1) Given the product [Br:14][C:11]1[CH:10]=[CH:9][C:8]([N:4]2[C:5]([Cl:7])=[CH:6][C:2]([NH:1][C:30](=[O:31])[CH2:29][C:27]#[N:28])=[C:3]2[C:15]([O:17][CH2:18][CH3:19])=[O:16])=[CH:13][CH:12]=1, predict the reactants needed to synthesize it. The reactants are: [NH2:1][C:2]1[CH:6]=[C:5]([Cl:7])[N:4]([C:8]2[CH:13]=[CH:12][C:11]([Br:14])=[CH:10][CH:9]=2)[C:3]=1[C:15]([O:17][CH2:18][CH3:19])=[O:16].C(N(CC)CC)C.[C:27]([CH2:29][C:30](O)=[O:31])#[N:28].CCN=C=NCCCN(C)C.Cl.C1C=CC2N(O)N=NC=2C=1. (2) Given the product [NH2:8][C:9]1([CH2:13][NH:14][C:15](=[O:20])[C:16]([F:17])([F:18])[F:19])[CH2:12][O:11][CH2:10]1, predict the reactants needed to synthesize it. The reactants are: C([N:8](CC1C=CC=CC=1)[C:9]1([CH2:13][NH:14][C:15](=[O:20])[C:16]([F:19])([F:18])[F:17])[CH2:12][O:11][CH2:10]1)C1C=CC=CC=1. (3) Given the product [F:1][C:2]1[CH:7]=[C:6]([F:8])[CH:5]=[CH:4][C:3]=1[CH:9]([C:11]1[C:12]([CH3:25])=[N:13][N:14]([CH3:24])[C:15]=1[C:16]1[CH:21]=[CH:20][C:19]([F:22])=[CH:18][C:17]=1[F:23])[OH:10], predict the reactants needed to synthesize it. The reactants are: [F:1][C:2]1[CH:7]=[C:6]([F:8])[CH:5]=[CH:4][C:3]=1[C:9]([C:11]1[C:12]([CH3:25])=[N:13][N:14]([CH3:24])[C:15]=1[C:16]1[CH:21]=[CH:20][C:19]([F:22])=[CH:18][C:17]=1[F:23])=[O:10].[BH4-].[Na+]. (4) Given the product [C:36]([O:35][C:33]([N:40]1[CH2:48][CH2:47][CH:43]([C:44](=[O:45])[NH:10][C:7]2[CH:8]=[CH:9][C:4]([C:2](=[O:3])[CH3:1])=[CH:5][CH:6]=2)[CH2:42][CH2:41]1)=[O:34])([CH3:39])([CH3:38])[CH3:37], predict the reactants needed to synthesize it. The reactants are: [CH3:1][C:2]([C:4]1[CH:9]=[CH:8][C:7]([NH2:10])=[CH:6][CH:5]=1)=[O:3].[B-](F)(F)(F)F.CCOC(C(C#N)=NOC(N(C)C)=[N+](C)C)=O.[C:33]([N:40]1[CH2:48][CH2:47][CH:43]([C:44](O)=[O:45])[CH2:42][CH2:41]1)([O:35][C:36]([CH3:39])([CH3:38])[CH3:37])=[O:34].CCN(C(C)C)C(C)C. (5) Given the product [CH:1]1([CH2:4][N:5]2[CH:9]=[C:8]([Sn:20]([CH2:22][CH2:23][CH2:24][CH3:25])([CH2:26][CH2:27][CH2:28][CH3:29])[CH2:16][CH2:17][CH2:18][CH3:19])[N:7]=[CH:6]2)[CH2:3][CH2:2]1, predict the reactants needed to synthesize it. The reactants are: [CH:1]1([CH2:4][N:5]2[CH:9]=[C:8](I)[N:7]=[CH:6]2)[CH2:3][CH2:2]1.C([Mg]Cl)(C)C.[CH2:16]([Sn:20]([CH2:26][CH2:27][CH2:28][CH3:29])([CH2:22][CH2:23][CH2:24][CH3:25])Cl)[CH2:17][CH2:18][CH3:19]. (6) Given the product [CH2:28]([O:35][C:36](=[O:49])[C@@H:37]([O:46][CH2:47][CH3:48])[CH2:38][C:39]1[CH:44]=[CH:43][C:42]([O:17][C:16](=[O:18])[CH2:15][C:12]2[CH:11]=[CH:10][C:9]([NH:8][C:6]([O:5][C:1]([CH3:4])([CH3:2])[CH3:3])=[O:7])=[CH:14][CH:13]=2)=[CH:41][CH:40]=1)[C:29]1[CH:30]=[CH:31][CH:32]=[CH:33][CH:34]=1, predict the reactants needed to synthesize it. The reactants are: [C:1]([O:5][C:6]([NH:8][C:9]1[CH:14]=[CH:13][C:12]([CH2:15][C:16]([OH:18])=[O:17])=[CH:11][CH:10]=1)=[O:7])([CH3:4])([CH3:3])[CH3:2].C(N=C=NC(C)C)(C)C.[CH2:28]([O:35][C:36](=[O:49])[C@@H:37]([O:46][CH2:47][CH3:48])[CH2:38][C:39]1[CH:44]=[CH:43][C:42](O)=[CH:41][CH:40]=1)[C:29]1[CH:34]=[CH:33][CH:32]=[CH:31][CH:30]=1. (7) Given the product [NH2:1][C:2]1[C:10]([CH3:11])=[CH:9][C:8]([CH:20]=[O:21])=[CH:7][C:3]=1[C:4]([OH:6])=[O:5], predict the reactants needed to synthesize it. The reactants are: [NH2:1][C:2]1[C:10]([CH3:11])=[CH:9][C:8](I)=[CH:7][C:3]=1[C:4]([OH:6])=[O:5].C([SiH](CC)CC)C.[C:20](=O)([O-])[O-:21].[Na+].[Na+].[C]=O.